Dataset: Reaction yield outcomes from USPTO patents with 853,638 reactions. Task: Predict the reaction yield, written as a fraction of the theoretical maximum amount of product (1.0 means a 100% yield; for example, 0.34 means a 34% yield). The reactants are [CH2:1]([C:5](O)([CH2:13][CH2:14][CH2:15][CH3:16])[C:6]1[CH:11]=[CH:10][C:9]([F:12])=[CH:8][CH:7]=1)[CH2:2][CH2:3][CH3:4].[Br-].[Br:19][P+](C1C=CC=CC=1)(C1C=CC=CC=1)C1C=CC=CC=1.S([O-])([O-])=O.[Na+].[Na+].C(OCC)(=O)C. The catalyst is CN(C=O)C. The product is [CH2:1]([C:5]([Br:19])([CH2:13][CH2:14][CH2:15][CH3:16])[C:6]1[CH:11]=[CH:10][C:9]([F:12])=[CH:8][CH:7]=1)[CH2:2][CH2:3][CH3:4]. The yield is 0.980.